Dataset: Peptide-MHC class II binding affinity with 134,281 pairs from IEDB. Task: Regression. Given a peptide amino acid sequence and an MHC pseudo amino acid sequence, predict their binding affinity value. This is MHC class II binding data. (1) The peptide sequence is CVPKVTFTVEKGSNE. The MHC is HLA-DQA10301-DQB10302 with pseudo-sequence HLA-DQA10301-DQB10302. The binding affinity (normalized) is 0.193. (2) The peptide sequence is EKFYFAATQFEPLAA. The MHC is DRB1_1602 with pseudo-sequence DRB1_1602. The binding affinity (normalized) is 0.514. (3) The peptide sequence is EGAVAVRRKRALSAT. The MHC is HLA-DQA10501-DQB10301 with pseudo-sequence HLA-DQA10501-DQB10301. The binding affinity (normalized) is 0.344. (4) The peptide sequence is TALKKAITAMSEAQK. The MHC is HLA-DPA10103-DPB10201 with pseudo-sequence HLA-DPA10103-DPB10201. The binding affinity (normalized) is 0.0929. (5) The peptide sequence is CIIHRGKPFQLEAV. The MHC is HLA-DQA10102-DQB10602 with pseudo-sequence HLA-DQA10102-DQB10602. The binding affinity (normalized) is 0.221. (6) The peptide sequence is IPAGELQIIDKIDAA. The binding affinity (normalized) is 0.169. The MHC is HLA-DPA10103-DPB10201 with pseudo-sequence HLA-DPA10103-DPB10201. (7) The peptide sequence is EIYNMVKFRMIAGQE. The MHC is DRB1_1501 with pseudo-sequence DRB1_1501. The binding affinity (normalized) is 0.664. (8) The peptide sequence is FVERSKAYSNCYPYD. The MHC is DRB1_1302 with pseudo-sequence DRB1_1302. The binding affinity (normalized) is 0.121.